From a dataset of Peptide-MHC class II binding affinity with 134,281 pairs from IEDB. Regression. Given a peptide amino acid sequence and an MHC pseudo amino acid sequence, predict their binding affinity value. This is MHC class II binding data. (1) The peptide sequence is IPIQLLPNTLVFQAK. The MHC is DRB1_0301 with pseudo-sequence DRB1_0301. The binding affinity (normalized) is 0.555. (2) The peptide sequence is DYQSYRQYRNYCPRYFYA. The MHC is DRB1_0101 with pseudo-sequence DRB1_0101. The binding affinity (normalized) is 0. (3) The peptide sequence is REYPTIKQKKPDFIL. The MHC is HLA-DQA10201-DQB10402 with pseudo-sequence HLA-DQA10201-DQB10402. The binding affinity (normalized) is 0.320. (4) The peptide sequence is LWEVKSAKPLTGPMN. The MHC is HLA-DQA10104-DQB10503 with pseudo-sequence HLA-DQA10104-DQB10503. The binding affinity (normalized) is 0.138. (5) The MHC is HLA-DPA10301-DPB10402 with pseudo-sequence HLA-DPA10301-DPB10402. The peptide sequence is KTKEGVLYVGSKTKK. The binding affinity (normalized) is 0.290. (6) The peptide sequence is GGACGYKDVDKPPFS. The MHC is HLA-DPA10301-DPB10402 with pseudo-sequence HLA-DPA10301-DPB10402. The binding affinity (normalized) is 0.0928.